The task is: Predict which catalyst facilitates the given reaction.. This data is from Catalyst prediction with 721,799 reactions and 888 catalyst types from USPTO. (1) Reactant: [C:1]([C:3]1[CH:4]=[CH:5][C:6]([NH:12][CH:13]2[CH2:16][CH2:15][CH2:14]2)=[C:7]([CH:11]=1)[C:8]([OH:10])=O)#[N:2].[CH3:17][C:18]([NH2:22])([C:20]#[CH:21])[CH3:19].CCN=C=NCCCN(C)C.CCN(C(C)C)C(C)C.C1C=CC2N(O)N=NC=2C=1. Product: [C:1]([C:3]1[CH:4]=[CH:5][C:6]([NH:12][CH:13]2[CH2:16][CH2:15][CH2:14]2)=[C:7]([CH:11]=1)[C:8]([NH:22][C:18]([CH3:19])([C:20]#[CH:21])[CH3:17])=[O:10])#[N:2]. The catalyst class is: 18. (2) Reactant: [C:1]([O:5][C:6]([NH:8][C@H:9]1[CH2:14][CH2:13][CH2:12][CH2:11][C@H:10]1[NH:15][C:16]1[N:21]=[C:20](Cl)[C:19]2[C:23](=[O:33])[N:24]([C:26]([O:28][C:29]([CH3:32])([CH3:31])[CH3:30])=[O:27])[CH2:25][C:18]=2[C:17]=1[F:34])=[O:7])([CH3:4])([CH3:3])[CH3:2].[CH3:35][N:36]1[C:40]([CH3:41])=[C:39]2[S:42][C:43]([Sn](CCCC)(CCCC)CCCC)=[CH:44][C:38]2=[N:37]1. Product: [C:1]([O:5][C:6]([NH:8][C@H:9]1[CH2:14][CH2:13][CH2:12][CH2:11][C@H:10]1[NH:15][C:16]1[N:21]=[C:20]([C:43]2[S:42][C:39]3[C:38](=[N:37][N:36]([CH3:35])[C:40]=3[CH3:41])[CH:44]=2)[C:19]2[C:23](=[O:33])[N:24]([C:26]([O:28][C:29]([CH3:32])([CH3:31])[CH3:30])=[O:27])[CH2:25][C:18]=2[C:17]=1[F:34])=[O:7])([CH3:4])([CH3:3])[CH3:2]. The catalyst class is: 109. (3) Reactant: Br[C:2]1[S:6][C:5]([C:7]2[S:8][C:9]3[N:10]=[C:11]([C:15]4[S:16][C:17](Br)=[CH:18][C:19]=4[CH2:20][CH2:21][CH2:22][CH2:23][CH2:24][CH2:25][CH2:26][CH2:27][CH2:28][CH2:29][CH2:30][CH2:31][CH2:32][CH3:33])[S:12][C:13]=3[N:14]=2)=[C:4]([CH2:35][CH2:36][CH2:37][CH2:38][CH2:39][CH2:40][CH2:41][CH2:42][CH2:43][CH2:44][CH2:45][CH2:46][CH2:47][CH3:48])[CH:3]=1.C([Li])CCC.[CH3:54][Sn:55](Cl)([CH3:57])[CH3:56]. Product: [CH3:54][Sn:55]([CH3:57])([CH3:56])[C:2]1[S:6][C:5]([C:7]2[S:8][C:9]3[N:10]=[C:11]([C:15]4[S:16][C:17]([Sn:55]([CH3:57])([CH3:56])[CH3:54])=[CH:18][C:19]=4[CH2:20][CH2:21][CH2:22][CH2:23][CH2:24][CH2:25][CH2:26][CH2:27][CH2:28][CH2:29][CH2:30][CH2:31][CH2:32][CH3:33])[S:12][C:13]=3[N:14]=2)=[C:4]([CH2:35][CH2:36][CH2:37][CH2:38][CH2:39][CH2:40][CH2:41][CH2:42][CH2:43][CH2:44][CH2:45][CH2:46][CH2:47][CH3:48])[CH:3]=1. The catalyst class is: 27. (4) Reactant: [CH3:1][C:2]1[C:3]([CH2:14][S:15]([C:17]2[N:21]([CH2:22][OH:23])[C:20]3[CH:24]=[CH:25][CH:26]=[CH:27][C:19]=3[N:18]=2)=[O:16])=[N:4][CH:5]=[CH:6][C:7]=1[O:8][CH2:9][C:10]([F:13])([F:12])[F:11].C(N(CC)CC)C.[C:35](Cl)(=[O:42])[C:36]1[CH:41]=[CH:40][CH:39]=[CH:38][CH:37]=1.C(OCC)(=O)C. Product: [C:35]([O:23][CH2:22][N:21]1[C:20]2[CH:24]=[CH:25][CH:26]=[CH:27][C:19]=2[N:18]=[C:17]1[S:15]([CH2:14][C:3]1[C:2]([CH3:1])=[C:7]([O:8][CH2:9][C:10]([F:12])([F:11])[F:13])[CH:6]=[CH:5][N:4]=1)=[O:16])(=[O:42])[C:36]1[CH:41]=[CH:40][CH:39]=[CH:38][CH:37]=1. The catalyst class is: 7.